From a dataset of Forward reaction prediction with 1.9M reactions from USPTO patents (1976-2016). Predict the product of the given reaction. (1) Given the reactants I[C:2]1[CH:11]=[CH:10][CH:9]=[C:8]2[C:3]=1[CH:4]=[CH:5][N:6]([C@@H:13]([CH3:17])[C:14]([NH2:16])=[O:15])[C:7]2=[O:12].[Cl:18][C:19]1[CH:24]=[CH:23][C:22]([CH2:25][NH2:26])=[CH:21][C:20]=1[C:27]([F:30])([F:29])[F:28].N12CCCN=C1CCCCC2.[O:42]1CCOC[CH2:43]1, predict the reaction product. The product is: [NH2:16][C:14](=[O:15])[C@@H:13]([N:6]1[CH:5]=[CH:4][C:3]2[C:2]([C:43]([NH:26][CH2:25][C:22]3[CH:23]=[CH:24][C:19]([Cl:18])=[C:20]([C:27]([F:28])([F:29])[F:30])[CH:21]=3)=[O:42])=[CH:11][CH:10]=[CH:9][C:8]=2[C:7]1=[O:12])[CH3:17]. (2) Given the reactants CC([O-])(C)C.[K+].[NH2:7][C:8]1[CH:13]=[CH:12][C:11]([C:14]([N:16]2[CH2:21][CH2:20][N:19]([CH3:22])[CH2:18][CH2:17]2)=[O:15])=[CH:10][CH:9]=1.[Br:23][C:24]1[CH:25]=[CH:26][C:27](F)=[C:28]([CH:31]=1)[C:29]#[N:30], predict the reaction product. The product is: [Br:23][C:24]1[CH:25]=[CH:26][C:27]([NH:7][C:8]2[CH:9]=[CH:10][C:11]([C:14]([N:16]3[CH2:17][CH2:18][N:19]([CH3:22])[CH2:20][CH2:21]3)=[O:15])=[CH:12][CH:13]=2)=[C:28]([CH:31]=1)[C:29]#[N:30]. (3) Given the reactants [CH:14]1(P([CH:14]2[CH2:19][CH2:18][CH2:17][CH2:16][CH2:15]2)[CH:14]2[CH2:19][CH2:18][CH2:17][CH2:16][CH2:15]2)[CH2:19][CH2:18][CH2:17][CH2:16][CH2:15]1.CC1(C)OB(B2OC(C)(C)C(C)(C)O2)[O:23][C:22]1(C)C.[C:38]([O-:41])(=O)[CH3:39].[K+].[CH3:43][S:44]([O:47][C:48]1[CH:53]=[CH:52][C:51]([C:54]2([C:62]3[CH:67]=[CH:66][C:65]([F:68])=[C:64](Br)[CH:63]=3)[C:58](=[O:59])[N:57]([CH3:60])[C:56]([NH2:61])=[N:55]2)=[CH:50][CH:49]=1)(=[O:46])=[O:45].C(=O)([O-])[O-].[K+].[K+], predict the reaction product. The product is: [CH3:43][S:44]([O:47][C:48]1[CH:53]=[CH:52][C:51]([C:54]2([C:62]3[CH:67]=[C:66]([C:14]4[CH:15]=[C:16]([O:23][CH3:22])[CH:17]=[CH:18][C:19]=4[C:38](=[O:41])[CH3:39])[C:65]([F:68])=[CH:64][CH:63]=3)[C:58](=[O:59])[N:57]([CH3:60])[C:56]([NH2:61])=[N:55]2)=[CH:50][CH:49]=1)(=[O:46])=[O:45].